This data is from Full USPTO retrosynthesis dataset with 1.9M reactions from patents (1976-2016). The task is: Predict the reactants needed to synthesize the given product. (1) Given the product [CH3:10][O:9][C:7]([C:5]1[N:6]([CH2:13][C:14]([C:16]2[CH:21]=[CH:20][C:19]([O:22][CH3:23])=[CH:18][CH:17]=2)=[O:15])[C:2]([Br:1])=[CH:3][CH:4]=1)=[O:8], predict the reactants needed to synthesize it. The reactants are: [Br:1][C:2]1[NH:6][C:5]([C:7]([O:9][CH2:10]C)=[O:8])=[CH:4][CH:3]=1.Br[CH2:13][C:14]([C:16]1[CH:21]=[CH:20][C:19]([O:22][CH3:23])=[CH:18][CH:17]=1)=[O:15].C(=O)([O-])[O-].[K+].[K+]. (2) Given the product [CH3:1][C:2]1[N:6]2[C:7]3[CH:22]=[CH:21][CH:20]=[CH:19][C:8]=3[C:9]([C:13]3[CH:18]=[CH:17][CH:16]=[CH:15][CH:14]=3)=[N:10][CH:11]([NH:12][C:33]([C:24]3[CH:25]=[CH:26][C:27]4[C:32](=[CH:31][CH:30]=[CH:29][CH:28]=4)[CH:23]=3)=[O:34])[C:5]2=[N:4][N:3]=1, predict the reactants needed to synthesize it. The reactants are: [CH3:1][C:2]1[N:6]2[C:7]3[CH:22]=[CH:21][CH:20]=[CH:19][C:8]=3[C:9]([C:13]3[CH:18]=[CH:17][CH:16]=[CH:15][CH:14]=3)=[N:10][CH:11]([NH2:12])[C:5]2=[N:4][N:3]=1.[CH:23]1[C:32]2[C:27](=[CH:28][CH:29]=[CH:30][CH:31]=2)[CH:26]=[CH:25][C:24]=1[C:33](Cl)=[O:34]. (3) Given the product [CH2:3]([O:10][N:11]1[C:17](=[O:18])[N:16]2[CH2:19][C@H:12]1[CH2:13][CH2:14][C@H:15]2[C:20]([OH:22])=[O:21])[C:4]1[CH:9]=[CH:8][CH:7]=[CH:6][CH:5]=1, predict the reactants needed to synthesize it. The reactants are: [Li+].[OH-].[CH2:3]([O:10][N:11]1[C:17](=[O:18])[N:16]2[CH2:19][C@H:12]1[CH2:13][CH2:14][C@H:15]2[C:20]([O:22]CC)=[O:21])[C:4]1[CH:9]=[CH:8][CH:7]=[CH:6][CH:5]=1. (4) Given the product [Cl:1][C:2]1[CH:22]=[C:21]([O:23][CH2:24][CH:25]=[C:26]([Cl:28])[Cl:27])[CH:20]=[C:19]([Cl:29])[C:3]=1[O:4][CH2:5][CH2:6][CH2:7][O:8][C:9]1[CH:10]=[CH:11][C:12]([C:13]2[N:14]=[C:30]([CH3:31])[O:16][N:15]=2)=[CH:17][CH:18]=1, predict the reactants needed to synthesize it. The reactants are: [Cl:1][C:2]1[CH:22]=[C:21]([O:23][CH2:24][CH:25]=[C:26]([Cl:28])[Cl:27])[CH:20]=[C:19]([Cl:29])[C:3]=1[O:4][CH2:5][CH2:6][CH2:7][O:8][C:9]1[CH:18]=[CH:17][C:12]([C:13]([NH:15][OH:16])=[NH:14])=[CH:11][CH:10]=1.[C:30](Cl)(=O)[CH3:31].N1C=CC=CC=1.